Dataset: Catalyst prediction with 721,799 reactions and 888 catalyst types from USPTO. Task: Predict which catalyst facilitates the given reaction. (1) Reactant: C(OC(=O)[NH:7][C:8]1[CH:13]=[C:12]([NH:14][C:15]2[N:16]=[CH:17][C:18]3[N:23]=[C:22]([NH:24][C:25](=[O:27])[CH3:26])[S:21][C:19]=3[N:20]=2)[C:11]([Cl:28])=[CH:10][C:9]=1[F:29])(C)(C)C.C1(OC)C=CC=CC=1. Product: [NH2:7][C:8]1[C:9]([F:29])=[CH:10][C:11]([Cl:28])=[C:12]([NH:14][C:15]2[N:16]=[CH:17][C:18]3[N:23]=[C:22]([NH:24][C:25](=[O:27])[CH3:26])[S:21][C:19]=3[N:20]=2)[CH:13]=1. The catalyst class is: 55. (2) Reactant: Br[C:2]1[C:7](=[O:8])[N:6]([CH2:9][C:10]([NH:12][CH2:13][C:14]2[CH:19]=[CH:18][N:17]=[CH:16][CH:15]=2)=[O:11])[N:5]=[CH:4][C:3]=1[NH:20][C@@H:21]1[CH2:26][C@@H:25]2[CH2:27][C@@H:23]([C:24]2([CH3:29])[CH3:28])[C@H:22]1[CH3:30].[Cu](C#N)[C:32]#[N:33].O. Product: [C:32]([C:2]1[C:7](=[O:8])[N:6]([CH2:9][C:10]([NH:12][CH2:13][C:14]2[CH:19]=[CH:18][N:17]=[CH:16][CH:15]=2)=[O:11])[N:5]=[CH:4][C:3]=1[NH:20][C@@H:21]1[CH2:26][C@@H:25]2[CH2:27][C@@H:23]([C:24]2([CH3:29])[CH3:28])[C@H:22]1[CH3:30])#[N:33]. The catalyst class is: 60. (3) Reactant: [C:1]([O:5][C:6]([N:8]1[CH2:13][CH2:12][NH:11][CH2:10][CH2:9]1)=[O:7])([CH3:4])([CH3:3])[CH3:2].[CH2:14]([O:16][C:17](=[O:42])[C:18]1[CH:23]=[C:22]([Cl:24])[C:21]([CH2:25]Br)=[CH:20][C:19]=1[N:27]([C:35]([O:37][C:38]([CH3:41])([CH3:40])[CH3:39])=[O:36])[C:28]([O:30][C:31]([CH3:34])([CH3:33])[CH3:32])=[O:29])[CH3:15].O. Product: [C:1]([O:5][C:6]([N:8]1[CH2:13][CH2:12][N:11]([CH2:25][C:21]2[CH:20]=[C:19]([N:27]([C:35]([O:37][C:38]([CH3:39])([CH3:41])[CH3:40])=[O:36])[C:28]([O:30][C:31]([CH3:32])([CH3:33])[CH3:34])=[O:29])[C:18]([C:17]([O:16][CH2:14][CH3:15])=[O:42])=[CH:23][C:22]=2[Cl:24])[CH2:10][CH2:9]1)=[O:7])([CH3:4])([CH3:2])[CH3:3]. The catalyst class is: 1. (4) Reactant: [F:1][C:2]([F:22])([F:21])[C:3]1[CH:4]=[C:5]([C:9]2[N:10]=[C:11]3[C:16]([C:17](O)=[O:18])=[CH:15][CH:14]=[CH:13][N:12]3[CH:20]=2)[CH:6]=[CH:7][CH:8]=1.[NH2:23][C:24]1[CH:29]=[CH:28][CH:27]=[CH:26][CH:25]=1.CN(C(ON1N=NC2C=CC=NC1=2)=[N+](C)C)C.F[P-](F)(F)(F)(F)F.CCN(C(C)C)C(C)C.C([O-])(O)=O.[Na+]. Product: [C:24]1([NH:23][C:17]([C:16]2[C:11]3[N:12]([CH:20]=[C:9]([C:5]4[CH:6]=[CH:7][CH:8]=[C:3]([C:2]([F:22])([F:21])[F:1])[CH:4]=4)[N:10]=3)[CH:13]=[CH:14][CH:15]=2)=[O:18])[CH:29]=[CH:28][CH:27]=[CH:26][CH:25]=1. The catalyst class is: 18. (5) Reactant: [CH3:1][O:2][C:3]1[CH:4]=[C:5]2[C:8](=[CH:9][C:10]=1[O:11][CH3:12])[CH:7]([NH:13][C:14](=O)OCC)[CH2:6]2.[H-].[H-].[H-].[H-].[Li+].[Al+3].O.[OH-].[Na+]. Product: [CH3:1][O:2][C:3]1[CH:4]=[C:5]2[C:8](=[CH:9][C:10]=1[O:11][CH3:12])[CH:7]([NH:13][CH3:14])[CH2:6]2. The catalyst class is: 1. (6) Reactant: Br[CH2:2][CH2:3][O:4][C:5]1[CH:6]=[CH:7][C:8]([C:21]2[NH:30][C:29](=[O:31])[C:28]3[C:23](=[CH:24][C:25]([O:34][CH3:35])=[CH:26][C:27]=3[O:32][CH3:33])[N:22]=2)=[N:9][C:10]=1[C:11]1[CH:16]=[CH:15][C:14]([S:17]([CH3:20])(=[O:19])=[O:18])=[CH:13][CH:12]=1.[CH:36]([NH2:39])([CH3:38])[CH3:37]. Product: [CH:36]([NH:39][CH2:2][CH2:3][O:4][C:5]1[CH:6]=[CH:7][C:8]([C:21]2[NH:30][C:29](=[O:31])[C:28]3[C:23](=[CH:24][C:25]([O:34][CH3:35])=[CH:26][C:27]=3[O:32][CH3:33])[N:22]=2)=[N:9][C:10]=1[C:11]1[CH:16]=[CH:15][C:14]([S:17]([CH3:20])(=[O:19])=[O:18])=[CH:13][CH:12]=1)([CH3:38])[CH3:37]. The catalyst class is: 58. (7) Reactant: Cl.[Cl:2][C:3]1[CH:12]=[CH:11][C:10]2[CH2:9][NH:8][CH2:7][CH2:6][C:5]=2[N:4]=1.C(N(CC)C(C)C)(C)C.[C:22](O[C:22]([O:24][C:25]([CH3:28])([CH3:27])[CH3:26])=[O:23])([O:24][C:25]([CH3:28])([CH3:27])[CH3:26])=[O:23]. Product: [Cl:2][C:3]1[CH:12]=[CH:11][C:10]2[CH2:9][N:8]([C:22]([O:24][C:25]([CH3:28])([CH3:27])[CH3:26])=[O:23])[CH2:7][CH2:6][C:5]=2[N:4]=1. The catalyst class is: 2.